Dataset: Forward reaction prediction with 1.9M reactions from USPTO patents (1976-2016). Task: Predict the product of the given reaction. Given the reactants [C:1]([O:5][C:6](=[O:16])[CH2:7][O:8][C:9]1[N:14]=[CH:13][C:12](Br)=[CH:11][N:10]=1)([CH3:4])([CH3:3])[CH3:2].[F:17][C:18]1[CH:23]=[CH:22][CH:21]=[CH:20][C:19]=1B(O)O.C1(P(C2C=CC=CC=2)C2C=CC=CC=2)C=CC=CC=1.C(=O)([O-])[O-].[Na+].[Na+], predict the reaction product. The product is: [C:1]([O:5][C:6](=[O:16])[CH2:7][O:8][C:9]1[N:14]=[CH:13][C:12]([C:19]2[CH:20]=[CH:21][CH:22]=[CH:23][C:18]=2[F:17])=[CH:11][N:10]=1)([CH3:4])([CH3:3])[CH3:2].